This data is from Forward reaction prediction with 1.9M reactions from USPTO patents (1976-2016). The task is: Predict the product of the given reaction. (1) Given the reactants [CH3:1][O:2][C:3]1[CH:4]=[C:5]([CH:8]=[CH:9][C:10]=1[O:11][CH3:12])[CH2:6]Cl.[NH:13]1[CH2:18][CH2:17][NH:16][CH2:15][CH2:14]1.Cl, predict the reaction product. The product is: [CH3:1][O:2][C:3]1[CH:4]=[C:5]([CH:8]=[CH:9][C:10]=1[O:11][CH3:12])[CH2:6][N:13]1[CH2:18][CH2:17][N:16]([CH2:6][C:5]2[CH:8]=[CH:9][C:10]([O:11][CH3:12])=[C:3]([O:2][CH3:1])[CH:4]=2)[CH2:15][CH2:14]1. (2) Given the reactants [CH3:1][C:2]1[CH:7]=[CH:6][C:5]([C:8]2[N:12]=[C:11]([CH:13]3[CH2:16][N:15](C(OC(C)(C)C)=O)[CH2:14]3)[O:10][N:9]=2)=[CH:4][C:3]=1[N+:24]([O-:26])=[O:25].[ClH:27], predict the reaction product. The product is: [ClH:27].[NH:15]1[CH2:14][CH:13]([C:11]2[O:10][N:9]=[C:8]([C:5]3[CH:6]=[CH:7][C:2]([CH3:1])=[C:3]([N+:24]([O-:26])=[O:25])[CH:4]=3)[N:12]=2)[CH2:16]1. (3) Given the reactants [F:1][C:2]1[C:10]2[C:5](=[CH:6][C:7]([C:11]([O:13][CH3:14])=[O:12])=[CH:8][CH:9]=2)[NH:4][CH:3]=1.[O-]P([O-])([O-])=O.[K+].[K+].[K+].[F:23][C:24]1[CH:29]=[CH:28][C:27](I)=[CH:26][CH:25]=1.CNC1CCCCC1NC, predict the reaction product. The product is: [F:1][C:2]1[C:10]2[C:5](=[CH:6][C:7]([C:11]([O:13][CH3:14])=[O:12])=[CH:8][CH:9]=2)[N:4]([C:27]2[CH:28]=[CH:29][C:24]([F:23])=[CH:25][CH:26]=2)[CH:3]=1. (4) The product is: [O:1]1[C:10]2[CH2:9][CH2:8][N:7]([C:16]([O:18][C:19]([CH3:22])([CH3:21])[CH3:20])=[O:17])[CH2:6][CH2:5][C:4]=2[CH:3]=[CH:2]1. Given the reactants [O:1]1[C:10]2[CH2:9][CH2:8][NH:7][CH2:6][CH2:5][C:4]=2[CH:3]=[CH:2]1.C([O-])(O)=O.[Na+].[C:16](O[C:16]([O:18][C:19]([CH3:22])([CH3:21])[CH3:20])=[O:17])([O:18][C:19]([CH3:22])([CH3:21])[CH3:20])=[O:17], predict the reaction product. (5) Given the reactants [CH3:1][N:2]1[CH2:7][CH2:6][N:5]([C:8]2[CH:13]=[CH:12][C:11]([N+:14]([O-:16])=[O:15])=[CH:10][C:9]=2[CH2:17]O)[CH2:4][CH2:3]1.S(Cl)(Cl)=O.[C:23]([NH2:27])([CH3:26])([CH3:25])[CH3:24], predict the reaction product. The product is: [C:23]([NH:27][CH2:17][C:9]1[CH:10]=[C:11]([N+:14]([O-:16])=[O:15])[CH:12]=[CH:13][C:8]=1[N:5]1[CH2:6][CH2:7][N:2]([CH3:1])[CH2:3][CH2:4]1)([CH3:26])([CH3:25])[CH3:24]. (6) Given the reactants [Na+].[CH3:2][N:3]1[C:11]2[C:6](=[CH:7][C:8]([NH:12][C:13]([C:15]3[C:16]([C:21]4[CH:26]=[CH:25][C:24]([C:27]([F:30])([F:29])[F:28])=[CH:23][CH:22]=4)=[CH:17][CH:18]=[CH:19][CH:20]=3)=[O:14])=[CH:9][CH:10]=2)[CH:5]=[C:4]1[C:31]([O-:33])=O.CS(O)(=O)=O.O.ON1C2C=CC=CC=2N=N1.Cl.CN(C)CCCN=C=NCC.Cl.[CH2:63]([N:70]([CH3:81])[C:71](=[O:80])[C@H:72]([C:74]1[CH:79]=[CH:78][CH:77]=[CH:76][CH:75]=1)[NH2:73])[C:64]1[CH:69]=[CH:68][CH:67]=[CH:66][CH:65]=1, predict the reaction product. The product is: [CH2:63]([N:70]([CH3:81])[C:71](=[O:80])[C@@H:72]([NH:73][C:31]([C:4]1[N:3]([CH3:2])[C:11]2[C:6]([CH:5]=1)=[CH:7][C:8]([NH:12][C:13]([C:15]1[C:16]([C:21]3[CH:22]=[CH:23][C:24]([C:27]([F:28])([F:29])[F:30])=[CH:25][CH:26]=3)=[CH:17][CH:18]=[CH:19][CH:20]=1)=[O:14])=[CH:9][CH:10]=2)=[O:33])[C:74]1[CH:75]=[CH:76][CH:77]=[CH:78][CH:79]=1)[C:64]1[CH:65]=[CH:66][CH:67]=[CH:68][CH:69]=1. (7) Given the reactants N([O-])=O.[Na+].[Cl:5][C:6]1[CH:12]=[CH:11][C:9](N)=[C:8]([C:13]([F:16])([F:15])[F:14])[CH:7]=1.NC(N)=[O:19], predict the reaction product. The product is: [Cl:5][C:6]1[CH:12]=[CH:11][C:9]([OH:19])=[C:8]([C:13]([F:16])([F:15])[F:14])[CH:7]=1. (8) The product is: [F:1][C:2]1[CH:10]=[C:9]2[C:5]([C:6]([I:14])=[CH:7][NH:8]2)=[CH:4][C:3]=1[C:11]([OH:13])=[O:12]. Given the reactants [F:1][C:2]1[CH:10]=[C:9]2[C:5]([CH:6]=[CH:7][NH:8]2)=[CH:4][C:3]=1[C:11]([OH:13])=[O:12].[I:14]I.[OH-].[K+].S([O-])(O)=O.[Na+].Cl, predict the reaction product. (9) Given the reactants [C:1]([C:3]1[CH:11]=[CH:10][C:6]([C:7]([OH:9])=O)=[CH:5][CH:4]=1)#[N:2].CN(C(ON1N=NC2C=CC=NC1=2)=[N+](C)C)C.F[P-](F)(F)(F)(F)F.CCN(C(C)C)C(C)C.[NH2:45][C:46]([CH3:62])([CH2:49][O:50][C:51]1[CH:52]=[CH:53][C:54]2[CH2:58][O:57][B:56]([OH:59])[C:55]=2[C:60]=1[Cl:61])[C:47]#[N:48], predict the reaction product. The product is: [Cl:61][C:60]1[C:55]2[B:56]([OH:59])[O:57][CH2:58][C:54]=2[CH:53]=[CH:52][C:51]=1[O:50][CH2:49][C:46]([NH:45][C:7](=[O:9])[C:6]1[CH:5]=[CH:4][C:3]([C:1]#[N:2])=[CH:11][CH:10]=1)([C:47]#[N:48])[CH3:62].